Dataset: NCI-60 drug combinations with 297,098 pairs across 59 cell lines. Task: Regression. Given two drug SMILES strings and cell line genomic features, predict the synergy score measuring deviation from expected non-interaction effect. Drug 1: CN1CCC(CC1)COC2=C(C=C3C(=C2)N=CN=C3NC4=C(C=C(C=C4)Br)F)OC. Drug 2: CC1CCC2CC(C(=CC=CC=CC(CC(C(=O)C(C(C(=CC(C(=O)CC(OC(=O)C3CCCCN3C(=O)C(=O)C1(O2)O)C(C)CC4CCC(C(C4)OC)OCCO)C)C)O)OC)C)C)C)OC. Cell line: SK-OV-3. Synergy scores: CSS=31.4, Synergy_ZIP=-0.927, Synergy_Bliss=1.79, Synergy_Loewe=4.39, Synergy_HSA=7.24.